From a dataset of NCI-60 drug combinations with 297,098 pairs across 59 cell lines. Regression. Given two drug SMILES strings and cell line genomic features, predict the synergy score measuring deviation from expected non-interaction effect. (1) Drug 1: CC1=CC=C(C=C1)C2=CC(=NN2C3=CC=C(C=C3)S(=O)(=O)N)C(F)(F)F. Drug 2: C(=O)(N)NO. Cell line: OVCAR-4. Synergy scores: CSS=-2.14, Synergy_ZIP=-0.346, Synergy_Bliss=-2.54, Synergy_Loewe=-1.78, Synergy_HSA=-3.15. (2) Drug 1: CC12CCC(CC1=CCC3C2CCC4(C3CC=C4C5=CN=CC=C5)C)O. Drug 2: CCC1(CC2CC(C3=C(CCN(C2)C1)C4=CC=CC=C4N3)(C5=C(C=C6C(=C5)C78CCN9C7C(C=CC9)(C(C(C8N6C)(C(=O)OC)O)OC(=O)C)CC)OC)C(=O)OC)O.OS(=O)(=O)O. Cell line: NCI-H460. Synergy scores: CSS=22.6, Synergy_ZIP=9.28, Synergy_Bliss=10.6, Synergy_Loewe=-20.5, Synergy_HSA=8.95. (3) Drug 1: CC1=C2C(C(=O)C3(C(CC4C(C3C(C(C2(C)C)(CC1OC(=O)C(C(C5=CC=CC=C5)NC(=O)OC(C)(C)C)O)O)OC(=O)C6=CC=CC=C6)(CO4)OC(=O)C)O)C)O. Drug 2: C1CN1C2=NC(=NC(=N2)N3CC3)N4CC4. Cell line: SF-268. Synergy scores: CSS=19.0, Synergy_ZIP=-7.92, Synergy_Bliss=-0.554, Synergy_Loewe=-7.32, Synergy_HSA=-3.04. (4) Drug 1: CCCS(=O)(=O)NC1=C(C(=C(C=C1)F)C(=O)C2=CNC3=C2C=C(C=N3)C4=CC=C(C=C4)Cl)F. Drug 2: C1CC(C1)(C(=O)O)C(=O)O.[NH2-].[NH2-].[Pt+2]. Cell line: OVCAR3. Synergy scores: CSS=42.2, Synergy_ZIP=1.20, Synergy_Bliss=-0.712, Synergy_Loewe=-2.79, Synergy_HSA=-2.33. (5) Drug 1: CN1CCC(CC1)COC2=C(C=C3C(=C2)N=CN=C3NC4=C(C=C(C=C4)Br)F)OC. Drug 2: C1=CC=C(C=C1)NC(=O)CCCCCCC(=O)NO. Cell line: DU-145. Synergy scores: CSS=21.7, Synergy_ZIP=-7.31, Synergy_Bliss=-2.53, Synergy_Loewe=-14.6, Synergy_HSA=-0.443.